This data is from Reaction yield outcomes from USPTO patents with 853,638 reactions. The task is: Predict the reaction yield, written as a fraction of the theoretical maximum amount of product (1.0 means a 100% yield; for example, 0.34 means a 34% yield). The reactants are [CH3:1][O:2][C:3]([C:5]1[C:9]([N+:10]([O-:12])=[O:11])=[CH:8][NH:7][N:6]=1)=[O:4].C(=O)([O-])[O-].[Cs+].[Cs+].Br[CH2:20][CH2:21][C:22]1[CH:27]=[CH:26][CH:25]=[CH:24][CH:23]=1. The catalyst is CN(C)C=O. The product is [CH3:1][O:2][C:3]([C:5]1[C:9]([N+:10]([O-:12])=[O:11])=[CH:8][N:7]([CH2:20][CH2:21][C:22]2[CH:27]=[CH:26][CH:25]=[CH:24][CH:23]=2)[N:6]=1)=[O:4]. The yield is 0.655.